This data is from Full USPTO retrosynthesis dataset with 1.9M reactions from patents (1976-2016). The task is: Predict the reactants needed to synthesize the given product. (1) Given the product [Br:1][C:2]1[CH:3]=[CH:4][C:5]([CH:8]=[CH:9][C:11]([N:18]2[C@@H:17]([CH3:16])[C@H:21]([C:22]3[CH:27]=[CH:26][CH:25]=[CH:24][CH:23]=3)[O:20][C:19]2=[O:28])=[O:13])=[CH:6][CH:7]=1, predict the reactants needed to synthesize it. The reactants are: [Br:1][C:2]1[CH:7]=[CH:6][C:5]([C@@H:8]2C[C@H:9]2[C:11]([O:13]CC)=O)=[CH:4][CH:3]=1.[CH3:16][C@@H:17]1[C@H:21]([C:22]2[CH:27]=[CH:26][CH:25]=[CH:24][CH:23]=2)[O:20][C:19](=[O:28])[NH:18]1.CCN(CC)CC. (2) Given the product [Br:28][C:10]1[CH:9]=[CH:8][C:7]2[N:6]([S:16]([C:19]3[CH:20]=[CH:21][C:22]([O:25][CH3:26])=[CH:23][CH:24]=3)(=[O:18])=[O:17])[CH:5]([CH3:27])[C:4]3[C:13](=[CH:14][CH:15]=[C:2]([Cl:1])[CH:3]=3)[C:12]=2[CH:11]=1, predict the reactants needed to synthesize it. The reactants are: [Cl:1][C:2]1[CH:3]=[C:4]2[C:13](=[CH:14][CH:15]=1)[C:12]1[CH:11]=[CH:10][CH:9]=[CH:8][C:7]=1[N:6]([S:16]([C:19]1[CH:24]=[CH:23][C:22]([O:25][CH3:26])=[CH:21][CH:20]=1)(=[O:18])=[O:17])[CH:5]2[CH3:27].[Br:28]Br. (3) Given the product [CH3:33][O:34][C:35]1[CH:40]=[CH:39][N:38]=[C:37]([CH2:41][N:30]2[CH2:31][CH2:32][N:27]([C:23]3[NH:24][C:25](=[O:26])[C:20]4[CH2:19][CH2:18][CH2:17][N:16]([CH3:15])[C:21]=4[N:22]=3)[CH2:28][CH2:29]2)[N:36]=1, predict the reactants needed to synthesize it. The reactants are: FC(F)(F)C(O)=O.FC(F)(F)C(O)=O.[CH3:15][N:16]1[C:21]2[N:22]=[C:23]([N:27]3[CH2:32][CH2:31][NH:30][CH2:29][CH2:28]3)[NH:24][C:25](=[O:26])[C:20]=2[CH2:19][CH2:18][CH2:17]1.[CH3:33][O:34][C:35]1[CH:40]=[CH:39][N:38]=[C:37]([CH:41]=O)[N:36]=1.CN(C=O)C.C([BH3-])#N.[Na+]. (4) Given the product [CH3:13][C:12]1([C:14]2[CH:15]=[CH:16][CH:17]=[CH:18][CH:19]=2)[C:3](=[O:21])[C:4]2[C:5](=[CH:6][CH:7]=[CH:8][CH:9]=2)[NH:10][C:11]1=[O:20], predict the reactants needed to synthesize it. The reactants are: CO[C:3](=[O:21])[C:4]1[CH:9]=[CH:8][CH:7]=[CH:6][C:5]=1[NH:10][C:11](=[O:20])[CH:12]([C:14]1[CH:19]=[CH:18][CH:17]=[CH:16][CH:15]=1)[CH3:13].[Li+].C[Si]([N-][Si](C)(C)C)(C)C.